Dataset: Forward reaction prediction with 1.9M reactions from USPTO patents (1976-2016). Task: Predict the product of the given reaction. (1) Given the reactants [C:1]([O:8][C:9]1[CH:14]=[C:13](Br)[CH:12]=[CH:11][C:10]=1[O:16][C:17]1[CH:22]=[CH:21][C:20]([N:23](C(OC(C)(C)C)=O)[C:24]([O:26][C:27]([CH3:30])([CH3:29])[CH3:28])=[O:25])=[CH:19][C:18]=1[F:38])([O:3][C:4]([CH3:7])([CH3:6])[CH3:5])=[O:2].C(O)CC#C.[C:44]([C:46]1[CH:50]=[CH:49][S:48][CH:47]=1)#[CH:45], predict the reaction product. The product is: [C:1]([O:8][C:9]1[CH:14]=[C:13]([C:45]#[C:44][C:46]2[CH:50]=[CH:49][S:48][CH:47]=2)[CH:12]=[CH:11][C:10]=1[O:16][C:17]1[CH:22]=[CH:21][C:20]([NH:23][C:24]([O:26][C:27]([CH3:28])([CH3:30])[CH3:29])=[O:25])=[CH:19][C:18]=1[F:38])([O:3][C:4]([CH3:7])([CH3:6])[CH3:5])=[O:2]. (2) The product is: [OH:24][CH:23]([C:25]1[C:33]2[C:28](=[CH:29][CH:30]=[C:31]([C:34]#[N:35])[CH:32]=2)[NH:27][CH:26]=1)[CH2:22][CH2:21][CH2:20][N:17]1[CH2:18][CH2:19][N:14]([C:11]2[CH:10]=[CH:9][C:8]([N:3]3[CH:4]=[CH:5][CH:6]=[CH:7][C:2]3=[O:1])=[CH:13][CH:12]=2)[CH2:15][CH2:16]1. Given the reactants [O:1]=[C:2]1[CH:7]=[CH:6][CH:5]=[CH:4][N:3]1[C:8]1[CH:13]=[CH:12][C:11]([N:14]2[CH2:19][CH2:18][N:17]([CH2:20][CH2:21][CH2:22][C:23]([C:25]3[C:33]4[C:28](=[CH:29][CH:30]=[C:31]([C:34]#[N:35])[CH:32]=4)[NH:27][CH:26]=3)=[O:24])[CH2:16][CH2:15]2)=[CH:10][CH:9]=1.[BH4-].[Na+], predict the reaction product. (3) Given the reactants [C:1]([O:5][C:6]([N:8]1[CH2:15][CH:14]2[N:16]([C:17]([O:19][C:20]([CH3:23])([CH3:22])[CH3:21])=[O:18])[CH:10]([CH2:11][C:12]([C:27]3[O:28][CH:29]=[C:30]([CH2:32][CH2:33][CH2:34][O:35][Si:36]([C:39]([CH3:42])([CH3:41])[CH3:40])([CH3:38])[CH3:37])[N:31]=3)=[C:13]2[C:24](O)=[O:25])[CH2:9]1)=[O:7])([CH3:4])([CH3:3])[CH3:2].[CH:43]1([NH:46][CH2:47][C:48]2[CH:53]=[CH:52][CH:51]=[C:50]([Cl:54])[C:49]=2[Cl:55])[CH2:45][CH2:44]1.CCN(C(C)C)C(C)C.C1C=CC2N(O)N=NC=2C=1.CCN=C=NCCCN(C)C.Cl, predict the reaction product. The product is: [C:1]([O:5][C:6]([N:8]1[CH2:15][CH:14]2[N:16]([C:17]([O:19][C:20]([CH3:23])([CH3:22])[CH3:21])=[O:18])[CH:10]([CH2:11][C:12]([C:27]3[O:28][CH:29]=[C:30]([CH2:32][CH2:33][CH2:34][O:35][Si:36]([C:39]([CH3:42])([CH3:41])[CH3:40])([CH3:38])[CH3:37])[N:31]=3)=[C:13]2[C:24](=[O:25])[N:46]([CH:43]2[CH2:44][CH2:45]2)[CH2:47][C:48]2[CH:53]=[CH:52][CH:51]=[C:50]([Cl:54])[C:49]=2[Cl:55])[CH2:9]1)=[O:7])([CH3:2])([CH3:3])[CH3:4]. (4) Given the reactants [Cl:1][C:2]1[CH:3]=[C:4]([N:9]2[CH:13]=[CH:12][C:11]([O:14][CH2:15][CH:16]3[CH2:18][O:17]3)=[N:10]2)[CH:5]=[CH:6][C:7]=1[Cl:8].[NH:19]1[CH2:24][CH2:23][O:22][CH2:21][CH2:20]1.C(=O)([O-])[O-].[K+].[K+].[I-].[Na+], predict the reaction product. The product is: [Cl:1][C:2]1[CH:3]=[C:4]([N:9]2[CH:13]=[CH:12][C:11]([O:14][CH2:15][CH:16]([OH:17])[CH2:18][N:19]3[CH2:24][CH2:23][O:22][CH2:21][CH2:20]3)=[N:10]2)[CH:5]=[CH:6][C:7]=1[Cl:8]. (5) Given the reactants [O-]CC.[Na+].C(O)C.Cl.[C:9]([NH2:12])(=[NH:11])[CH3:10].[CH:13]1([C:16]([C:18](=[CH:23]N(C)C)[C:19]([O:21][CH3:22])=[O:20])=O)[CH2:15][CH2:14]1, predict the reaction product. The product is: [CH:13]1([C:16]2[C:18]([C:19]([O:21][CH3:22])=[O:20])=[CH:23][N:12]=[C:9]([CH3:10])[N:11]=2)[CH2:15][CH2:14]1. (6) The product is: [Cl:46][C:47]1[S:51][C:50]([S:52]([NH:55][C:22](=[O:23])[CH2:21][CH:17]2[CH2:18][CH2:19][CH2:20][N:15]([C:4]3[C:3]([C:1]#[N:2])=[CH:8][C:7]([C:9]([O:11][CH2:12][CH3:13])=[O:10])=[C:6]([CH3:14])[N:5]=3)[CH2:16]2)(=[O:54])=[O:53])=[CH:49][CH:48]=1. Given the reactants [C:1]([C:3]1[C:4]([N:15]2[CH2:20][CH2:19][CH2:18][CH:17]([CH2:21][C:22](O)=[O:23])[CH2:16]2)=[N:5][C:6]([CH3:14])=[C:7]([C:9]([O:11][CH2:12][CH3:13])=[O:10])[CH:8]=1)#[N:2].CCN=C=NCCCN(C)C.C1C=CC2N(O)N=NC=2C=1.[Cl:46][C:47]1[S:51][C:50]([S:52]([NH2:55])(=[O:54])=[O:53])=[CH:49][CH:48]=1.CCN(C(C)C)C(C)C, predict the reaction product.